Dataset: Experimentally validated miRNA-target interactions with 360,000+ pairs, plus equal number of negative samples. Task: Binary Classification. Given a miRNA mature sequence and a target amino acid sequence, predict their likelihood of interaction. (1) The miRNA is mmu-miR-297c-5p with sequence AUGUAUGUGUGCAUGUACAUGU. The protein sequence of the target gene is MNSWDAGLAGLLVGTIGVSLLSNGLVLLCLLHSADIRRQAPALFTLNLTCGNLLCTVVNMPLTLAGVVAQRQPAGDRLCRLAAFLDTFLAANSMLSMAALSIDRWVAVVFPLSYRAKMRLRDAAFMVAYTWLHALTFPATALALSWLGFHQLYASCTLCSRRPDERLRFAVFTSAFHALSFLLSFIVLCFTYLKVLKVARFHCKRIDVITMQTLVLLVDIHPSVRERCLEEQKRRRQRATKKISTFIGTFLVCFAPYVITRLVELFSTAPIGSHWGVLSKCLAYSKAASDPFVYSLLRHQ.... Result: 0 (no interaction). (2) The miRNA is hsa-miR-4295 with sequence CAGUGCAAUGUUUUCCUU. The protein sequence of the target gene is MSRIESLTRARIDRSRELASKTREKEKMKEAKDARYTNGHLFTTISVSGMTMCYACNKSITAKEALICPTCNVTIHNRCKDTLANCTKVKQKQQKAALLKNNTALQSVSLRSKTTIRERPSSAIYPSDSFRQSLLGSRRGRSSLSLAKSVSTTNIAGHFNDESPLGLRRILSQSTDSLNMRNRTLSVESLIDEAEVIYSELMSDFEMDEKDFAADSWSLAVDSSFLQQHKKEVMKQQDVIYELIQTELHHVRTLKIMTRLFRTGMLEELHLEPGVVQGLFPCVDELSDIHTRFLSQLLER.... Result: 0 (no interaction).